Dataset: Catalyst prediction with 721,799 reactions and 888 catalyst types from USPTO. Task: Predict which catalyst facilitates the given reaction. (1) Reactant: [OH:1][CH:2]1[CH2:7][CH2:6][N:5]([C:8]([CH:10]2[CH2:15][CH2:14][CH:13]([NH:16][C:17]3[N:22]=[C:21]([N:23]4[C:27]5[CH:28]=[CH:29][CH:30]=[C:31](I)[C:26]=5[N:25]=[N:24]4)[CH:20]=[CH:19][N:18]=3)[CH2:12][CH2:11]2)=[O:9])[CH2:4][CH2:3]1.[CH3:33][C:34]1[C:38](B2OC(C)(C)C(C)(C)O2)=[CH:37][NH:36][N:35]=1.C([O-])([O-])=O.[Na+].[Na+].C1(C)C=CC=CC=1. Product: [OH:1][CH:2]1[CH2:7][CH2:6][N:5]([C:8]([CH:10]2[CH2:15][CH2:14][CH:13]([NH:16][C:17]3[N:22]=[C:21]([N:23]4[C:27]5[CH:28]=[CH:29][CH:30]=[C:31]([C:38]6[C:34]([CH3:33])=[N:35][NH:36][CH:37]=6)[C:26]=5[N:25]=[N:24]4)[CH:20]=[CH:19][N:18]=3)[CH2:12][CH2:11]2)=[O:9])[CH2:4][CH2:3]1. The catalyst class is: 14. (2) Reactant: [Cl:1][S:2]([OH:5])(=O)=[O:3].[CH3:6][C:7]1[CH:8]=[C:9]([CH:17]=[CH:18][CH:19]=1)[O:10][CH2:11][C:12]([O:14][CH2:15][CH3:16])=[O:13]. Product: [Cl:1][S:2]([C:19]1[CH:18]=[CH:17][C:9]([O:10][CH2:11][C:12]([O:14][CH2:15][CH3:16])=[O:13])=[CH:8][C:7]=1[CH3:6])(=[O:5])=[O:3]. The catalyst class is: 22.